Dataset: Full USPTO retrosynthesis dataset with 1.9M reactions from patents (1976-2016). Task: Predict the reactants needed to synthesize the given product. (1) The reactants are: O=[C:2]([CH2:8][S:9][C:10]#[N:11])[CH2:3][C:4]([O:6][CH3:7])=[O:5].[CH3:12][NH:13][CH3:14]. Given the product [CH3:12][N:13]([CH3:14])[C:10]1[S:9][CH:8]=[C:2]([CH2:3][C:4]([O:6][CH3:7])=[O:5])[N:11]=1, predict the reactants needed to synthesize it. (2) Given the product [N+:3]([C:6]1[CH:7]=[C:8]([C:16]2[C:17]([C:30]#[N:31])=[CH:18][NH:19][CH:34]=2)[CH:9]=[C:10]([C:12]([F:13])([F:14])[F:15])[CH:11]=1)([O-:5])=[O:4], predict the reactants needed to synthesize it. The reactants are: [H-].[Na+].[N+:3]([C:6]1[CH:7]=[C:8]([CH:16]=[CH:17][C:18]#[N:19])[CH:9]=[C:10]([C:12]([F:15])([F:14])[F:13])[CH:11]=1)([O-:5])=[O:4].CC1C=CC(S([CH2:30][N+:31]#[C-])(=O)=O)=CC=1.O.[CH2:34]1COCC1. (3) Given the product [Cl:1][C:2]1[C:10]([O:11][CH3:12])=[C:9]([O:13][CH3:14])[C:8]([O:15][CH3:16])=[CH:7][C:3]=1[C:4]([N:43]1[CH2:44][CH2:45][C:41]([CH2:40][CH2:39][N:35]2[CH2:36][CH2:37][CH2:38][N:32]([C:24]3[N:23]([CH2:22][CH2:21][O:20][CH2:18][CH3:19])[C:27]4[CH:28]=[CH:29][CH:30]=[CH:31][C:26]=4[N:25]=3)[CH2:33][CH2:34]2)([C:46]2[CH:51]=[CH:50][CH:49]=[CH:48][CH:47]=2)[CH2:42]1)=[O:6], predict the reactants needed to synthesize it. The reactants are: [Cl:1][C:2]1[C:10]([O:11][CH3:12])=[C:9]([O:13][CH3:14])[C:8]([O:15][CH3:16])=[CH:7][C:3]=1[C:4]([OH:6])=O.Cl.[CH2:18]([O:20][CH2:21][CH2:22][N:23]1[C:27]2[CH:28]=[CH:29][CH:30]=[CH:31][C:26]=2[N:25]=[C:24]1[N:32]1[CH2:38][CH2:37][CH2:36][N:35]([CH2:39][CH2:40][C:41]2([C:46]3[CH:51]=[CH:50][CH:49]=[CH:48][CH:47]=3)[CH2:45][CH2:44][NH:43][CH2:42]2)[CH2:34][CH2:33]1)[CH3:19].